From a dataset of NCI-60 drug combinations with 297,098 pairs across 59 cell lines. Regression. Given two drug SMILES strings and cell line genomic features, predict the synergy score measuring deviation from expected non-interaction effect. (1) Drug 1: CCN(CC)CCNC(=O)C1=C(NC(=C1C)C=C2C3=C(C=CC(=C3)F)NC2=O)C. Drug 2: N.N.Cl[Pt+2]Cl. Cell line: T-47D. Synergy scores: CSS=21.7, Synergy_ZIP=-4.72, Synergy_Bliss=-0.598, Synergy_Loewe=0.298, Synergy_HSA=-0.650. (2) Drug 1: CN(CC1=CN=C2C(=N1)C(=NC(=N2)N)N)C3=CC=C(C=C3)C(=O)NC(CCC(=O)O)C(=O)O. Drug 2: CC1CC(C(C(C=C(C(C(C=CC=C(C(=O)NC2=CC(=O)C(=C(C1)C2=O)OC)C)OC)OC(=O)N)C)C)O)OC. Cell line: T-47D. Synergy scores: CSS=34.9, Synergy_ZIP=2.39, Synergy_Bliss=-2.18, Synergy_Loewe=-22.0, Synergy_HSA=-1.51. (3) Drug 1: CC1=C2C(C(=O)C3(C(CC4C(C3C(C(C2(C)C)(CC1OC(=O)C(C(C5=CC=CC=C5)NC(=O)OC(C)(C)C)O)O)OC(=O)C6=CC=CC=C6)(CO4)OC(=O)C)OC)C)OC. Drug 2: C1=NC2=C(N=C(N=C2N1C3C(C(C(O3)CO)O)O)F)N. Cell line: BT-549. Synergy scores: CSS=61.6, Synergy_ZIP=5.57, Synergy_Bliss=5.85, Synergy_Loewe=-6.16, Synergy_HSA=6.91. (4) Drug 1: CC1=C(N=C(N=C1N)C(CC(=O)N)NCC(C(=O)N)N)C(=O)NC(C(C2=CN=CN2)OC3C(C(C(C(O3)CO)O)O)OC4C(C(C(C(O4)CO)O)OC(=O)N)O)C(=O)NC(C)C(C(C)C(=O)NC(C(C)O)C(=O)NCCC5=NC(=CS5)C6=NC(=CS6)C(=O)NCCC[S+](C)C)O. Drug 2: CC(C)(C#N)C1=CC(=CC(=C1)CN2C=NC=N2)C(C)(C)C#N. Cell line: LOX IMVI. Synergy scores: CSS=43.6, Synergy_ZIP=6.98, Synergy_Bliss=6.85, Synergy_Loewe=-1.23, Synergy_HSA=3.11.